This data is from Reaction yield outcomes from USPTO patents with 853,638 reactions. The task is: Predict the reaction yield, written as a fraction of the theoretical maximum amount of product (1.0 means a 100% yield; for example, 0.34 means a 34% yield). (1) The reactants are [C:1]([O:5][C:6]([N:8]([C:10]1([C@H:13]2[CH2:17][CH2:16][N:15]([C@H:18]([C:20]3[CH:25]=[CH:24][CH:23]=[CH:22][CH:21]=3)[CH3:19])[C:14]2=O)[CH2:12][CH2:11]1)[CH3:9])=[O:7])([CH3:4])([CH3:3])[CH3:2].C(=O)([O-])[O-].[K+].[K+].O. The catalyst is O1CCCC1. The product is [C:1]([O:5][C:6]([N:8]([C:10]1([C@@H:13]2[CH2:17][CH2:16][N:15]([C@H:18]([C:20]3[CH:25]=[CH:24][CH:23]=[CH:22][CH:21]=3)[CH3:19])[CH2:14]2)[CH2:11][CH2:12]1)[CH3:9])=[O:7])([CH3:2])([CH3:3])[CH3:4]. The yield is 0.990. (2) The reactants are [C:1]([C:4]1[CH:5]=[N:6][C:7]2[C:12]([C:13]=1[NH:14][C:15]1[CH:16]=[N:17][C:18]([N:21]3[CH2:26][CH2:25][N:24](C(OC(C)(C)C)=O)[CH2:23][CH2:22]3)=[N:19][CH:20]=1)=[CH:11][C:10]([C:34]1[CH:39]=[C:38]([F:40])[C:37]([OH:41])=[C:36]([Cl:42])[CH:35]=1)=[CH:9][CH:8]=2)(=[O:3])[CH3:2].C(O)(C(F)(F)F)=O. No catalyst specified. The product is [Cl:42][C:36]1[CH:35]=[C:34]([C:10]2[CH:11]=[C:12]3[C:7](=[CH:8][CH:9]=2)[N:6]=[CH:5][C:4]([C:1](=[O:3])[CH3:2])=[C:13]3[NH:14][C:15]2[CH:20]=[N:19][C:18]([N:21]3[CH2:22][CH2:23][NH:24][CH2:25][CH2:26]3)=[N:17][CH:16]=2)[CH:39]=[C:38]([F:40])[C:37]=1[OH:41]. The yield is 0.260. (3) The reactants are [CH2:1]([O:8][C:9]([NH:11][C:12]([NH2:14])=[NH:13])=[O:10])[C:2]1[CH:7]=[CH:6][CH:5]=[CH:4][CH:3]=1.C(N(CC)CC)C.Cl[CH2:23][C:24](=O)[CH3:25]. The catalyst is C(OCC)(=O)C. The product is [NH2:13][C:12]1[N:11]([C:9]([O:8][CH2:1][C:2]2[CH:3]=[CH:4][CH:5]=[CH:6][CH:7]=2)=[O:10])[CH:23]=[C:24]([CH3:25])[N:14]=1. The yield is 0.220. (4) The reactants are Br[CH2:2][C:3]1[CH:8]=[CH:7][C:6]([Cl:9])=[C:5]([O:10][CH3:11])[CH:4]=1.[C-:12]#[N:13].[Na+]. The catalyst is C(O)C. The product is [Cl:9][C:6]1[CH:7]=[CH:8][C:3]([CH2:2][C:12]#[N:13])=[CH:4][C:5]=1[O:10][CH3:11]. The yield is 0.480. (5) The reactants are [CH3:1][N:2](C=O)C.[OH:6][C:7]1[CH:16]=[CH:15][C:10]([C:11]([O:13][CH3:14])=[O:12])=[CH:9][C:8]=1I.CCN(C(C)C)C(C)C.CN.CN(C(ON1N=NC2C=CC=CC1=2)=[N+](C)C)C.F[P-](F)(F)(F)(F)F. No catalyst specified. The product is [C:1]([C:8]1[CH:9]=[C:10]([CH:15]=[CH:16][C:7]=1[OH:6])[C:11]([O:13][CH3:14])=[O:12])#[N:2]. The yield is 0.630. (6) The reactants are [Br:1][C:2]1[S:6][C:5]([NH:7][C:8](=[O:10])[CH3:9])=[N:4][CH:3]=1.O[CH2:12][C@@H:13]([N:21]1[C:29](=[O:30])[C:28]2[C:23](=[CH:24][CH:25]=[CH:26][CH:27]=2)[C:22]1=[O:31])[CH2:14][C:15]1[CH:20]=[CH:19][CH:18]=[CH:17][CH:16]=1.C1(P(C2C=CC=CC=2)C2C=CC=CC=2)C=CC=CC=1.CC(OC(/N=N/C(OC(C)C)=O)=O)C. The catalyst is C1COCC1. The product is [Br:1][C:2]1[S:6][C:5]([N:7]([CH2:12][C@@H:13]([N:21]2[C:22](=[O:31])[C:23]3[C:28](=[CH:27][CH:26]=[CH:25][CH:24]=3)[C:29]2=[O:30])[CH2:14][C:15]2[CH:16]=[CH:17][CH:18]=[CH:19][CH:20]=2)[C:8](=[O:10])[CH3:9])=[N:4][CH:3]=1. The yield is 0.170. (7) The reactants are [Cl:1][C:2]1[CH:3]=[C:4]([NH:35]C(=O)OC(C)(C)C)[CH:5]=[C:6]([F:34])[C:7]=1[CH2:8][S:9][C:10]1[N:11]([C:27]2[CH:32]=[CH:31][C:30]([F:33])=[CH:29][CH:28]=2)[C:12]([C:15]([C:18]2[CH:23]=[CH:22][C:21]([Cl:24])=[C:20]([O:25][CH3:26])[CH:19]=2)([CH3:17])[CH3:16])=[CH:13][N:14]=1.C(O)(C(F)(F)F)=O. The catalyst is C(Cl)Cl. The product is [Cl:1][C:2]1[CH:3]=[C:4]([CH:5]=[C:6]([F:34])[C:7]=1[CH2:8][S:9][C:10]1[N:11]([C:27]2[CH:28]=[CH:29][C:30]([F:33])=[CH:31][CH:32]=2)[C:12]([C:15]([C:18]2[CH:23]=[CH:22][C:21]([Cl:24])=[C:20]([O:25][CH3:26])[CH:19]=2)([CH3:16])[CH3:17])=[CH:13][N:14]=1)[NH2:35]. The yield is 0.900.